From a dataset of Catalyst prediction with 721,799 reactions and 888 catalyst types from USPTO. Predict which catalyst facilitates the given reaction. (1) Reactant: [CH2:1]([N:5]([C:9]1[N:13]2[CH:14]=[CH:15][CH:16]=[CH:17][C:12]2=[N:11][C:10]=1[CH:18]([CH3:20])[CH3:19])[C:6](=O)[CH3:7])[CH2:2][CH2:3][CH3:4].[H-].[H-].[H-].[H-].[Li+].[Al+3].[OH-].[Na+]. Product: [CH2:1]([N:5]([CH2:6][CH3:7])[C:9]1[N:13]2[CH:14]=[CH:15][CH:16]=[CH:17][C:12]2=[N:11][C:10]=1[CH:18]([CH3:20])[CH3:19])[CH2:2][CH2:3][CH3:4]. The catalyst class is: 1. (2) Reactant: [S-:1][C:2]#[N:3].[K+].[CH3:5][O:6][C:7]1[N:12]=[CH:11][C:10]([NH2:13])=[CH:9][CH:8]=1.BrBr.O. Product: [CH3:5][O:6][C:7]1[N:12]=[C:11]2[S:1][C:2]([NH2:3])=[N:13][C:10]2=[CH:9][CH:8]=1. The catalyst class is: 15.